From a dataset of Full USPTO retrosynthesis dataset with 1.9M reactions from patents (1976-2016). Predict the reactants needed to synthesize the given product. (1) Given the product [C:21]([C:25]1[C:29]([CH:30]=[O:31])=[CH:28][N:27]([CH2:2][C:3]([NH:5][C:6]2[S:10][C:9]3[CH2:11][CH2:12][CH2:13][CH2:14][C:8]=3[C:7]=2[C:15]([NH:17][CH2:18][CH2:19][OH:20])=[O:16])=[O:4])[N:26]=1)([CH3:24])([CH3:22])[CH3:23], predict the reactants needed to synthesize it. The reactants are: Br[CH2:2][C:3]([NH:5][C:6]1[S:10][C:9]2[CH2:11][CH2:12][CH2:13][CH2:14][C:8]=2[C:7]=1[C:15]([NH:17][CH2:18][CH2:19][OH:20])=[O:16])=[O:4].[C:21]([C:25]1[C:29]([CH:30]=[O:31])=[CH:28][NH:27][N:26]=1)([CH3:24])([CH3:23])[CH3:22].C(=O)([O-])[O-].[K+].[K+]. (2) The reactants are: [CH3:1][C:2]1[C:7](O)=[C:6]([CH:9]2N[CH:12]([C:14](O)=O)[CH2:11][C:10]2([C:20](O)=O)C(O)=O)[C:5]([CH2:23]O)=[CH:4]N=1.[CH3:25][CH2:26][CH2:27][CH2:28][CH2:25][CH2:26][CH2:27][CH2:28][CH2:25][CH2:26][CH2:27][CH2:28]C.COC1C=C2C(=CC=1)CCCC2.C1(C)C(C2C(C)=CC=CC=2)=CC=CC=1. Given the product [CH3:28][C:27]1[CH:14]=[CH:12][C:11]([C:10]2[CH:9]=[C:6]3[C:5](=[CH:4][CH:20]=2)[CH2:23][CH2:1][CH2:2][CH2:7]3)=[CH:25][CH:26]=1, predict the reactants needed to synthesize it. (3) Given the product [C:17]([O:21][C:22](=[O:42])[NH:23][C:24]1[CH:29]=[CH:28][C:27]([C:2]2[CH:3]=[N:4][C:5]([O:8][C@@H:9]3[CH:14]4[CH2:15][CH2:16][N:11]([CH2:12][CH2:13]4)[CH2:10]3)=[N:6][CH:7]=2)=[CH:26][C:25]=1[N+:39]([O-:41])=[O:40])([CH3:20])([CH3:18])[CH3:19], predict the reactants needed to synthesize it. The reactants are: Br[C:2]1[CH:3]=[N:4][C:5]([O:8][C@@H:9]2[CH:14]3[CH2:15][CH2:16][N:11]([CH2:12][CH2:13]3)[CH2:10]2)=[N:6][CH:7]=1.[C:17]([O:21][C:22](=[O:42])[NH:23][C:24]1[CH:29]=[CH:28][C:27](B2OC(C)(C)C(C)(C)O2)=[CH:26][C:25]=1[N+:39]([O-:41])=[O:40])([CH3:20])([CH3:19])[CH3:18].[F-].[Cs+].